From a dataset of Retrosynthesis with 50K atom-mapped reactions and 10 reaction types from USPTO. Predict the reactants needed to synthesize the given product. Given the product CC(=O)Nc1ccc(Oc2ccc3c(C(N)=O)c(NC(N)=O)[nH]c3c2)cc1, predict the reactants needed to synthesize it. The reactants are: CN(C)C(On1nnc2cccnc21)=[N+](C)C.NC(=O)Nc1[nH]c2cc(Oc3ccc(N)cc3)ccc2c1C(N)=O.